Dataset: Peptide-MHC class I binding affinity with 185,985 pairs from IEDB/IMGT. Task: Regression. Given a peptide amino acid sequence and an MHC pseudo amino acid sequence, predict their binding affinity value. This is MHC class I binding data. (1) The peptide sequence is QMWSLMYFH. The MHC is HLA-A31:01 with pseudo-sequence HLA-A31:01. The binding affinity (normalized) is 0.669. (2) The binding affinity (normalized) is 0.162. The MHC is HLA-A11:01 with pseudo-sequence HLA-A11:01. The peptide sequence is CSSLTEEFYH.